From a dataset of Reaction yield outcomes from USPTO patents with 853,638 reactions. Predict the reaction yield, written as a fraction of the theoretical maximum amount of product (1.0 means a 100% yield; for example, 0.34 means a 34% yield). (1) The reactants are [CH3:1][O:2][C:3]1[CH:4]=[C:5]2[C:10](=[CH:11][C:12]=1[O:13][CH3:14])[N:9]=[CH:8][CH:7]=[C:6]2[OH:15].[F:16][C:17]1[CH:18]=[C:19]([N+:24]([O-:26])=[O:25])[CH:20]=[CH:21][C:22]=1F.C(=O)([O-])[O-].[Cs+].[Cs+]. The catalyst is CN(C=O)C.O. The product is [F:16][C:17]1[CH:18]=[C:19]([N+:24]([O-:26])=[O:25])[CH:20]=[CH:21][C:22]=1[O:15][C:6]1[C:5]2[C:10](=[CH:11][C:12]([O:13][CH3:14])=[C:3]([O:2][CH3:1])[CH:4]=2)[N:9]=[CH:8][CH:7]=1. The yield is 0.388. (2) The reactants are [NH2:1][C:2]1[S:3][CH:4]=[CH:5][N:6]=1.Cl[CH:8]([CH2:12][CH:13]=O)[C:9](=[O:11])[CH3:10]. The catalyst is C(O)C. The product is [CH3:13][C:12]1[N:1]=[C:2]2[N:6]([C:8]=1[C:9](=[O:11])[CH3:10])[CH:5]=[CH:4][S:3]2. The yield is 0.117.